This data is from Forward reaction prediction with 1.9M reactions from USPTO patents (1976-2016). The task is: Predict the product of the given reaction. Given the reactants C1(P(C2C=CC=CC=2)C2C=CC=CC=2)C=CC=CC=1.CCN(CC)CC.[Br:27][C:28]1[CH:61]=[CH:60][C:31]([C:32]([NH:34][NH:35][C:36](=[O:59])[C@H:37]([NH:48][C:49]2[CH:54]=[CH:53][C:52]([C:55]#[N:56])=[C:51]([Cl:57])[C:50]=2[CH3:58])[C@@H:38]([O:40][Si:41]([C:44]([CH3:47])([CH3:46])[CH3:45])([CH3:43])[CH3:42])[CH3:39])=O)=[CH:30][CH:29]=1, predict the reaction product. The product is: [Br:27][C:28]1[CH:29]=[CH:30][C:31]([C:32]2[O:59][C:36]([C@H:37]([NH:48][C:49]3[CH:54]=[CH:53][C:52]([C:55]#[N:56])=[C:51]([Cl:57])[C:50]=3[CH3:58])[C@@H:38]([O:40][Si:41]([C:44]([CH3:46])([CH3:47])[CH3:45])([CH3:42])[CH3:43])[CH3:39])=[N:35][N:34]=2)=[CH:60][CH:61]=1.